From a dataset of Reaction yield outcomes from USPTO patents with 853,638 reactions. Predict the reaction yield, written as a fraction of the theoretical maximum amount of product (1.0 means a 100% yield; for example, 0.34 means a 34% yield). (1) The reactants are [Br:1][C:2]1[CH:10]=[C:6]([C:7]([OH:9])=O)[C:5]([OH:11])=[CH:4][CH:3]=1.[NH2:12][C:13]1[O:14][C:15]([C:23]2[O:24][CH:25]=[CH:26][CH:27]=2)=[C:16]([C:18]2[O:19][CH:20]=[CH:21][CH:22]=2)[N:17]=1. The yield is 0.129. No catalyst specified. The product is [Br:1][C:2]1[CH:3]=[CH:4][C:5]([OH:11])=[C:6]([CH:10]=1)[C:7]([NH:12][C:13]1[O:14][C:15]([C:23]2[O:24][CH:25]=[CH:26][CH:27]=2)=[C:16]([C:18]2[O:19][CH:20]=[CH:21][CH:22]=2)[N:17]=1)=[O:9]. (2) The reactants are CC1(C)[C@@H:6]([CH2:7][C:8]([OH:10])=[O:9])[C:5](=[O:11])OO1.[CH2:13]1[CH2:17][O:16]CC1.B.[CH2:19]1COCC1. The catalyst is CO. The product is [OH:11][CH2:5][CH2:6][C@H:7]1[O:16][C:17]([CH3:13])([CH3:19])[O:10][C:8]1=[O:9]. The yield is 0.490.